From a dataset of Full USPTO retrosynthesis dataset with 1.9M reactions from patents (1976-2016). Predict the reactants needed to synthesize the given product. Given the product [O:15]1[C:20]2[CH:21]=[CH:22][CH:23]=[C:24]([C:25]3[N:33]4[C:28]([CH:29]=[N:30][C:31]([NH:14][C:11]5[CH:12]=[CH:13][C:8]([N:5]6[CH2:4][CH2:3][N:2]([CH3:1])[CH2:7][CH2:6]6)=[CH:9][CH:10]=5)=[N:32]4)=[CH:27][CH:26]=3)[C:19]=2[O:18][CH2:17][CH2:16]1, predict the reactants needed to synthesize it. The reactants are: [CH3:1][N:2]1[CH2:7][CH2:6][N:5]([C:8]2[CH:13]=[CH:12][C:11]([NH2:14])=[CH:10][CH:9]=2)[CH2:4][CH2:3]1.[O:15]1[C:20]2[CH:21]=[CH:22][CH:23]=[C:24]([C:25]3[N:33]4[C:28]([CH:29]=[N:30][C:31](S(C)=O)=[N:32]4)=[CH:27][CH:26]=3)[C:19]=2[O:18][CH2:17][CH2:16]1.C([O-])(=O)C.[K+].CS(C)=O.